Dataset: Reaction yield outcomes from USPTO patents with 853,638 reactions. Task: Predict the reaction yield, written as a fraction of the theoretical maximum amount of product (1.0 means a 100% yield; for example, 0.34 means a 34% yield). (1) The reactants are [CH3:1][C:2]([CH3:38])([CH3:37])[C@H:3]([NH:8][C:9]([C:11]1[N:12]=[C:13]([C:28]2[CH:33]=[C:32]([F:34])[C:31]([F:35])=[CH:30][C:29]=2[F:36])[N:14]2[CH2:19][CH2:18][N:17]([CH2:20][C:21]([O:23]C(C)(C)C)=[O:22])[CH2:16][C:15]=12)=[O:10])[C:4]([NH:6][CH3:7])=[O:5].[OH-].[K+]. The catalyst is CO.O. The product is [CH3:1][C:2]([CH3:38])([CH3:37])[C@H:3]([NH:8][C:9]([C:11]1[N:12]=[C:13]([C:28]2[CH:33]=[C:32]([F:34])[C:31]([F:35])=[CH:30][C:29]=2[F:36])[N:14]2[CH2:19][CH2:18][N:17]([CH2:20][C:21]([OH:23])=[O:22])[CH2:16][C:15]=12)=[O:10])[C:4]([NH:6][CH3:7])=[O:5]. The yield is 0.130. (2) The reactants are [CH3:1][C@H:2]1[CH2:11][C:9](=[O:10])[C:5](=[C:6]([CH3:8])[CH3:7])[CH2:4][CH2:3]1.C([O-])(O)=[O:13].[Na+].Cl.[CH3:18][CH2:19]OCC. The catalyst is BrBr.CC[O-].[Na+].O. The product is [CH3:1][C@@H:2]1[CH2:3][CH2:4][C:5](=[C:6]([CH3:7])[CH3:8])[CH:11]1[C:9]([O:10][CH2:18][CH3:19])=[O:13]. The yield is 0.640. (3) The reactants are [CH3:1][O:2][C:3]1[CH:4]=[C:5]([CH2:11][CH2:12][N:13]([CH3:19])[CH2:14][CH2:15][C:16]([NH2:18])=O)[CH:6]=[CH:7][C:8]=1[O:9][CH3:10].[H-].[Al+3].[Li+].[H-].[H-].[H-].O.[OH-].[Na+]. The catalyst is O1CCCC1.C(OCC)C. The product is [CH3:1][O:2][C:3]1[CH:4]=[C:5]([CH2:11][CH2:12][N:13]([CH3:19])[CH2:14][CH2:15][CH2:16][NH2:18])[CH:6]=[CH:7][C:8]=1[O:9][CH3:10]. The yield is 0.608. (4) The reactants are [N:1]1([S:7]([C:10]2[CH:11]=[C:12]([CH:17]=[CH:18][CH:19]=2)[C:13]([NH:15][NH2:16])=[O:14])(=[O:9])=[O:8])[CH2:6][CH2:5][CH2:4][CH2:3][CH2:2]1.[Cl:20][C:21]1[CH:22]=[CH:23][C:24]([OH:30])=[C:25]([C:27](=O)[CH3:28])[CH:26]=1. The catalyst is CO.C(O)(=O)C. The product is [Cl:20][C:21]1[CH:22]=[CH:23][C:24]([OH:30])=[C:25](/[C:27](=[N:16]/[NH:15][C:13](=[O:14])[C:12]2[CH:17]=[CH:18][CH:19]=[C:10]([S:7]([N:1]3[CH2:2][CH2:3][CH2:4][CH2:5][CH2:6]3)(=[O:8])=[O:9])[CH:11]=2)/[CH3:28])[CH:26]=1. The yield is 0.539. (5) The reactants are [C:1]([O:5][C:6]([NH:8][C:9]1[CH:10]=[C:11]([C:15]([NH:17][C:18]2[N:19]=[C:20]([C:24]([NH:26][C:27]3[CH:28]=[C:29]([C:33]([NH:35][C:36]4[CH:37]=[C:38]([C:42]([O:44]C)=[O:43])[N:39]([CH3:41])[CH:40]=4)=[O:34])[N:30]([CH3:32])[CH:31]=3)=[O:25])[N:21]([CH3:23])[CH:22]=2)=[O:16])[N:12]([CH3:14])[CH:13]=1)=[O:7])([CH3:4])([CH3:3])[CH3:2].[Li+].[OH-]. The catalyst is CC(N(C)C)=O.O. The product is [C:1]([O:5][C:6]([NH:8][C:9]1[CH:10]=[C:11]([C:15]([NH:17][C:18]2[N:19]=[C:20]([C:24]([NH:26][C:27]3[CH:28]=[C:29]([C:33]([NH:35][C:36]4[CH:37]=[C:38]([C:42]([OH:44])=[O:43])[N:39]([CH3:41])[CH:40]=4)=[O:34])[N:30]([CH3:32])[CH:31]=3)=[O:25])[N:21]([CH3:23])[CH:22]=2)=[O:16])[N:12]([CH3:14])[CH:13]=1)=[O:7])([CH3:4])([CH3:2])[CH3:3]. The yield is 0.730. (6) The reactants are [CH2:1]([N:5]([CH2:25][CH2:26][CH2:27][CH3:28])[C:6]([C:8]1[C:12]([Cl:13])=[C:11]([CH3:14])[N:10]([C:15]2[CH:20]=[CH:19][C:18]([O:21][CH3:22])=[CH:17][C:16]=2[C:23]#N)[N:9]=1)=[O:7])[CH2:2][CH2:3][CH3:4].[OH-:29].[K+].Cl.C[OH:33].C(Cl)Cl. The catalyst is C(O)C.O. The product is [Cl:13][C:12]1[C:8]([C:6](=[O:7])[N:5]([CH2:1][CH2:2][CH2:3][CH3:4])[CH2:25][CH2:26][CH2:27][CH3:28])=[N:9][N:10]([C:15]2[CH:20]=[CH:19][C:18]([O:21][CH3:22])=[CH:17][C:16]=2[C:23]([OH:33])=[O:29])[C:11]=1[CH3:14]. The yield is 0.390. (7) The reactants are [NH2:1][C:2]1[C:16]([CH3:17])=[CH:15][C:14](Br)=[CH:13][C:3]=1[C:4]([O:6][CH2:7][CH2:8][CH2:9][CH2:10][CH2:11][CH3:12])=[O:5].[Cu](C#N)[C:20]#[N:21]. The catalyst is CN(C)C(=O)C. The product is [NH2:1][C:2]1[C:16]([CH3:17])=[CH:15][C:14]([C:20]#[N:21])=[CH:13][C:3]=1[C:4]([O:6][CH2:7][CH2:8][CH2:9][CH2:10][CH2:11][CH3:12])=[O:5]. The yield is 0.855.